From a dataset of Reaction yield outcomes from USPTO patents with 853,638 reactions. Predict the reaction yield, written as a fraction of the theoretical maximum amount of product (1.0 means a 100% yield; for example, 0.34 means a 34% yield). (1) The reactants are Br[C:2]1[N:7]2[CH:8]=[C:9]([CH:11]=[O:12])[N:10]=[C:6]2[C:5]([N:13]2[CH2:18][CH2:17][O:16][CH2:15][CH2:14]2)=[N:4][CH:3]=1.CC1(C)C(C)(C)OB([C:27]2[CH:28]=[CH:29][C:30]([N:33]3[CH2:38][CH2:37][N:36]([C:39]([O:41][C:42]([CH3:45])([CH3:44])[CH3:43])=[O:40])[CH2:35][CH2:34]3)=[N:31][CH:32]=2)O1.C([O-])([O-])=O.[Na+].[Na+].O. The catalyst is O1CCOCC1.C1C=CC(P(C2C=CC=CC=2)[C-]2C=CC=C2)=CC=1.C1C=CC(P(C2C=CC=CC=2)[C-]2C=CC=C2)=CC=1.Cl[Pd]Cl.[Fe+2]. The product is [CH:11]([C:9]1[N:10]=[C:6]2[C:5]([N:13]3[CH2:18][CH2:17][O:16][CH2:15][CH2:14]3)=[N:4][CH:3]=[C:2]([C:27]3[CH:28]=[CH:29][C:30]([N:33]4[CH2:38][CH2:37][N:36]([C:39]([O:41][C:42]([CH3:45])([CH3:44])[CH3:43])=[O:40])[CH2:35][CH2:34]4)=[N:31][CH:32]=3)[N:7]2[CH:8]=1)=[O:12]. The yield is 0.870. (2) The reactants are S(Cl)(Cl)=O.[C:5]([O:8][CH2:9][C:10]([CH3:40])([CH3:39])[CH2:11][N:12]1[C:18]2[CH:19]=[CH:20][C:21]([Cl:23])=[CH:22][C:17]=2[C@@H:16]([C:24]2[CH:29]=[CH:28][CH:27]=[C:26]([O:30][CH3:31])[C:25]=2[O:32][CH3:33])[O:15][C@H:14]([CH2:34][C:35](O)=[O:36])[C:13]1=[O:38])(=[O:7])[CH3:6].Cl.[NH2:42][C:43]1[CH:48]=[CH:47][C:46]([CH2:49][CH2:50][C:51]([O:53][CH2:54][CH3:55])=[O:52])=[CH:45][C:44]=1[CH3:56].CN(C1C=CC=CN=1)C. The catalyst is O1CCCC1.O.CN(C)C=O. The product is [C:5]([O:8][CH2:9][C:10]([CH3:40])([CH3:39])[CH2:11][N:12]1[C:18]2[CH:19]=[CH:20][C:21]([Cl:23])=[CH:22][C:17]=2[C@@H:16]([C:24]2[CH:29]=[CH:28][CH:27]=[C:26]([O:30][CH3:31])[C:25]=2[O:32][CH3:33])[O:15][C@H:14]([CH2:34][C:35]([NH:42][C:43]2[CH:48]=[CH:47][C:46]([CH2:49][CH2:50][C:51]([O:53][CH2:54][CH3:55])=[O:52])=[CH:45][C:44]=2[CH3:56])=[O:36])[C:13]1=[O:38])(=[O:7])[CH3:6]. The yield is 0.760. (3) The reactants are [CH3:1][C:2]1[C:7]([CH3:8])=[CH:6][C:5]([CH3:9])=[CH:4][C:3]=1[OH:10].C[O:12][CH:13](Cl)Cl.[Cl-].[NH4+]. The catalyst is ClCCl.[Ti](Cl)(Cl)(Cl)Cl. The product is [OH:10][C:3]1[C:2]([CH3:1])=[C:7]([CH3:8])[CH:6]=[C:5]([CH3:9])[C:4]=1[CH:13]=[O:12]. The yield is 0.400. (4) The reactants are Cl[C:2]1[N:11]=[C:10]([C:12]2[CH:13]=[C:14]([NH2:18])[CH:15]=[CH:16][CH:17]=2)[C:9]2[C:4](=[CH:5][C:6]([O:21][CH3:22])=[C:7]([O:19][CH3:20])[CH:8]=2)[N:3]=1.O1CCCC1.C(O)(C)C.[CH3:32][NH2:33]. The catalyst is CO. The product is [NH2:18][C:14]1[CH:13]=[C:12]([C:10]2[C:9]3[C:4](=[CH:5][C:6]([O:21][CH3:22])=[C:7]([O:19][CH3:20])[CH:8]=3)[N:3]=[C:2]([CH2:32][NH2:33])[N:11]=2)[CH:17]=[CH:16][CH:15]=1. The yield is 0.387. (5) The reactants are [NH:1]1[CH2:11][CH2:10][CH:4]([C:5]([O:7][CH2:8][CH3:9])=[O:6])[CH2:3][CH2:2]1.C(=O)([O-])[O-].[K+].[K+].[C:18]1([CH2:24][CH2:25]Br)[CH:23]=[CH:22][CH:21]=[CH:20][CH:19]=1. The catalyst is CN(C)C=O.O. The product is [C:18]1([CH2:24][CH2:25][C:4]2([C:5]([O:7][CH2:8][CH3:9])=[O:6])[CH2:3][CH2:2][NH:1][CH2:11][CH2:10]2)[CH:23]=[CH:22][CH:21]=[CH:20][CH:19]=1. The yield is 0.840. (6) The reactants are [Br:1][C:2]1[CH:3]=[C:4]([CH:12]=[C:13]([OH:15])[CH:14]=1)[C:5]([NH:7][CH2:8][CH:9]([CH3:11])[CH3:10])=[O:6].I[CH:17]([CH3:19])[CH3:18].C(=O)([O-])[O-].[K+].[K+]. The catalyst is C(OCC)(=O)C.CN(C=O)C.C(#N)C.O.O.C(#N)C. The product is [Br:1][C:2]1[CH:3]=[C:4]([CH:12]=[C:13]([O:15][CH:17]([CH3:19])[CH3:18])[CH:14]=1)[C:5]([NH:7][CH2:8][CH:9]([CH3:11])[CH3:10])=[O:6]. The yield is 1.00. (7) The reactants are [CH2:1]([C:5]1[N:10]=[C:9]([CH3:11])[N:8]([C:12]2[N:17]=[CH:16][C:15]([OH:18])=[CH:14][N:13]=2)[C:7](=[O:19])[C:6]=1[CH2:20][C:21]1[CH:26]=[C:25]([CH2:27][CH2:28][CH3:29])[C:24]([O:30][Si:31]([C:34]([CH3:37])([CH3:36])[CH3:35])([CH3:33])[CH3:32])=[C:23]([CH2:38][CH2:39][CH3:40])[CH:22]=1)[CH2:2][CH2:3][CH3:4].C(=O)([O-])[O-].[K+].[K+].Br[CH2:48][CH2:49][CH2:50][C:51]([O:53][CH2:54][CH3:55])=[O:52]. The catalyst is C(#N)C. The product is [CH2:1]([C:5]1[N:10]=[C:9]([CH3:11])[N:8]([C:12]2[N:13]=[CH:14][C:15]([O:18][CH:49]([CH3:48])[CH2:50][C:51]([O:53][CH2:54][CH3:55])=[O:52])=[CH:16][N:17]=2)[C:7](=[O:19])[C:6]=1[CH2:20][C:21]1[CH:26]=[C:25]([CH2:27][CH2:28][CH3:29])[C:24]([O:30][Si:31]([C:34]([CH3:37])([CH3:36])[CH3:35])([CH3:32])[CH3:33])=[C:23]([CH2:38][CH2:39][CH3:40])[CH:22]=1)[CH2:2][CH2:3][CH3:4]. The yield is 1.10. (8) The reactants are [CH3:1][C:2]1[CH:3]=[C:4]([C:8]2[N:9]=[C:10]([NH2:20])[S:11][C:12]=2[C:13]2[CH:18]=[CH:17][N:16]=[C:15]([CH3:19])[CH:14]=2)[CH:5]=[CH:6][CH:7]=1.[C:21](Cl)(=[O:23])[CH3:22].C(=O)([O-])O.[Na+]. The catalyst is CN(C)C1C=CN=CC=1.CN(C)C(=O)C. The product is [CH3:1][C:2]1[CH:3]=[C:4]([C:8]2[N:9]=[C:10]([NH:20][C:21](=[O:23])[CH3:22])[S:11][C:12]=2[C:13]2[CH:18]=[CH:17][N:16]=[C:15]([CH3:19])[CH:14]=2)[CH:5]=[CH:6][CH:7]=1. The yield is 0.670.